This data is from Catalyst prediction with 721,799 reactions and 888 catalyst types from USPTO. The task is: Predict which catalyst facilitates the given reaction. Reactant: [Cl:1][CH2:2][CH2:3][CH2:4][N:5]1[C@H:10]([CH3:11])[CH2:9][NH:8][C@@H:7]([CH3:12])[CH2:6]1.[CH3:13][C:14]([O:17][C:18](O[C:18]([O:17][C:14]([CH3:16])([CH3:15])[CH3:13])=[O:19])=[O:19])([CH3:16])[CH3:15]. Product: [C:14]([O:17][C:18]([N:8]1[CH2:9][C@@H:10]([CH3:11])[N:5]([CH2:4][CH2:3][CH2:2][Cl:1])[CH2:6][C@@H:7]1[CH3:12])=[O:19])([CH3:16])([CH3:15])[CH3:13]. The catalyst class is: 2.